Predict the product of the given reaction. From a dataset of Forward reaction prediction with 1.9M reactions from USPTO patents (1976-2016). (1) The product is: [OH:16][C:13]1[CH2:14][CH2:15][C:10]([CH3:17])([CH3:9])[CH2:11][C:12]=1[C:1]([O:4][CH3:5])=[O:6]. Given the reactants [C:1](=[O:6])([O:4][CH3:5])OC.[H-].[Na+].[CH3:9][C:10]1([CH3:17])[CH2:15][CH2:14][C:13](=[O:16])[CH2:12][CH2:11]1.C([O-])(O)=O.[Na+], predict the reaction product. (2) Given the reactants Cl.N[C@@H]1[CH2:8][CH2:7][CH2:6][CH2:5][C@H:4]1[OH:9].C[Si](C)(C)[N-][Si](C)(C)C.[Na+].[C:20]([C:22]1[CH:27]=[CH:26][C:25](B(O)O)=[CH:24][CH:23]=1)#[N:21].IC1CCOCC1, predict the reaction product. The product is: [O:9]1[CH2:8][CH2:7][CH:6]([C:25]2[CH:26]=[CH:27][C:22]([C:20]#[N:21])=[CH:23][CH:24]=2)[CH2:5][CH2:4]1. (3) Given the reactants [CH:1]([NH:4][C:5]1[S:6][C:7]2[CH:12]=[C:11]([CH2:13][OH:14])[N:10]=[CH:9][C:8]=2[N:15]=1)([CH3:3])[CH3:2], predict the reaction product. The product is: [CH:1]([NH:4][C:5]1[S:6][C:7]2[CH:12]=[C:11]([CH:13]=[O:14])[N:10]=[CH:9][C:8]=2[N:15]=1)([CH3:3])[CH3:2]. (4) Given the reactants C(OC([N:8]1[CH2:12][CH:11]([C:13]2[CH:18]=[CH:17][C:16]([F:19])=[CH:15][CH:14]=2)[CH:10]([CH2:20][O:21][CH2:22][C:23]2[CH:28]=[C:27]([C:29]([F:32])([F:31])[F:30])[CH:26]=[C:25]([C:33]([F:36])([F:35])[F:34])[CH:24]=2)[CH2:9]1)=O)(C)(C)C.[ClH:37], predict the reaction product. The product is: [ClH:37].[F:36][C:33]([F:34])([F:35])[C:25]1[CH:24]=[C:23]([CH:28]=[C:27]([C:29]([F:30])([F:31])[F:32])[CH:26]=1)[CH2:22][O:21][CH2:20][CH:10]1[CH:11]([C:13]2[CH:14]=[CH:15][C:16]([F:19])=[CH:17][CH:18]=2)[CH2:12][NH:8][CH2:9]1. (5) Given the reactants [H-].[Na+].[CH3:3][S:4][C:5]1[CH:10]=[CH:9][CH:8]=[CH:7][C:6]=1[C:11]1[NH:15][CH:14]=[C:13]([CH:16]=[O:17])[CH:12]=1.C1OCCOCCOCCOCCOC1.[N:33]1[CH:38]=[CH:37][CH:36]=[C:35]([S:39](Cl)(=[O:41])=[O:40])[CH:34]=1, predict the reaction product. The product is: [CH3:3][S:4][C:5]1[CH:10]=[CH:9][CH:8]=[CH:7][C:6]=1[C:11]1[N:15]([S:39]([C:35]2[CH:34]=[N:33][CH:38]=[CH:37][CH:36]=2)(=[O:41])=[O:40])[CH:14]=[C:13]([CH:16]=[O:17])[CH:12]=1. (6) Given the reactants C(O)(=O)C.[F:5][C:6]1[CH:7]=[C:8]2[C:14]([C:15](=[NH:17])[NH2:16])=[N:13][N:12]([CH2:18][C:19]3[C:24]([F:25])=[CH:23][CH:22]=[CH:21][N:20]=3)[C:9]2=[N:10][CH:11]=1.C([N:28](CC)CC)C.O.NN, predict the reaction product. The product is: [F:5][C:6]1[CH:7]=[C:8]2[C:14]([C:15](=[NH:16])[NH:17][NH2:28])=[N:13][N:12]([CH2:18][C:19]3[C:24]([F:25])=[CH:23][CH:22]=[CH:21][N:20]=3)[C:9]2=[N:10][CH:11]=1.